Predict the reaction yield, written as a fraction of the theoretical maximum amount of product (1.0 means a 100% yield; for example, 0.34 means a 34% yield). From a dataset of Reaction yield outcomes from USPTO patents with 853,638 reactions. (1) The reactants are [OH:1][CH2:2][CH:3]([NH:5][C:6](=[O:15])[O:7][CH2:8][C:9]1[CH:14]=[CH:13][CH:12]=[CH:11][CH:10]=1)[CH3:4].C(N(CC)CC)C.[CH3:23][S:24](Cl)(=[O:26])=[O:25]. The catalyst is O1CCCC1. The product is [CH3:23][S:24]([O:1][CH2:2][CH:3]([NH:5][C:6]([O:7][CH2:8][C:9]1[CH:14]=[CH:13][CH:12]=[CH:11][CH:10]=1)=[O:15])[CH3:4])(=[O:26])=[O:25]. The yield is 0.780. (2) The reactants are [Cl:1][C:2]1[CH:3]=[C:4]([C:8]#[CH:9])[CH:5]=[CH:6][CH:7]=1.[CH2:10]([O:12][C:13]([N:15]1[CH2:20][CH2:19][NH:18][CH2:17][CH2:16]1)=[O:14])[CH3:11].[N:21]1[CH:26]=[CH:25][CH:24]=[C:23]([CH:27]=O)[CH:22]=1. The catalyst is [Au](Br)(Br)Br.O. The product is [CH2:10]([O:12][C:13]([N:15]1[CH2:16][CH2:17][N:18]([CH:27]([C:23]2[CH:22]=[N:21][CH:26]=[CH:25][CH:24]=2)[C:9]#[C:8][C:4]2[CH:5]=[CH:6][CH:7]=[C:2]([Cl:1])[CH:3]=2)[CH2:19][CH2:20]1)=[O:14])[CH3:11]. The yield is 0.140. (3) The reactants are [C:1]([O:7][C:8]([CH3:11])([CH3:10])[CH3:9])(=[O:6])[CH2:2][C:3]([CH3:5])=O.[I:12][C:13]1[CH:20]=[CH:19][CH:18]=[CH:17][C:14]=1[CH:15]=O.[NH4+:21].[OH-:22]. The catalyst is CCO.C(Cl)Cl. The product is [I:12][C:13]1[CH:20]=[CH:19][CH:18]=[CH:17][C:14]=1[CH:15]1[C:2]([C:1]([O:7][C:8]([CH3:11])([CH3:10])[CH3:9])=[O:6])=[C:3]([CH3:5])[NH:21][C:3]([CH3:5])=[C:2]1[C:1]([O:7][C:8]([CH3:11])([CH3:10])[CH3:9])=[O:22]. The yield is 0.0400. (4) The reactants are [F:1][C:2]1[CH:9]=[CH:8][C:5]([CH2:6][NH2:7])=[CH:4][CH:3]=1.C([O:12][C:13]([C:15]1[N:16]=[C:17]([N:24]2[CH2:29][CH2:28][CH:27]([O:30]C(=O)C(F)(F)F)[CH2:26][CH2:25]2)[N:18]([CH3:23])[C:19](=[O:22])[C:20]=1[OH:21])=O)C. The catalyst is CN(C)C=O. The product is [F:1][C:2]1[CH:9]=[CH:8][C:5]([CH2:6][NH:7][C:13]([C:15]2[N:16]=[C:17]([N:24]3[CH2:29][CH2:28][CH:27]([OH:30])[CH2:26][CH2:25]3)[N:18]([CH3:23])[C:19](=[O:22])[C:20]=2[OH:21])=[O:12])=[CH:4][CH:3]=1. The yield is 0.480. (5) The reactants are [Cl:1][C:2]1[CH:10]=[CH:9][C:8]([NH:11][S:12]([C:15]2[S:16][CH:17]=[CH:18][CH:19]=2)(=[O:14])=[O:13])=[C:7]2[C:3]=1[CH:4]=[C:5]([C:23]([O:25][CH2:26][CH3:27])=[O:24])[N:6]2[CH2:20][O:21][CH3:22].CI.[C:30](=O)([O-])[O-].[K+].[K+].CN(C)C=O. The catalyst is O. The product is [Cl:1][C:2]1[CH:10]=[CH:9][C:8]([N:11]([CH3:30])[S:12]([C:15]2[S:16][CH:17]=[CH:18][CH:19]=2)(=[O:14])=[O:13])=[C:7]2[C:3]=1[CH:4]=[C:5]([C:23]([O:25][CH2:26][CH3:27])=[O:24])[N:6]2[CH2:20][O:21][CH3:22]. The yield is 0.930. (6) The reactants are Cl[C:2]1[N:7]=[C:6]([Cl:8])[N:5]=[C:4]([C:9]2[CH:14]=[C:13]([Cl:15])[CH:12]=[CH:11][C:10]=2[CH3:16])[N:3]=1.[Br:17][C:18]1[CH:24]=[CH:23][C:21]([NH2:22])=[CH:20][CH:19]=1.O1CCCC1.C(N(C(C)C)CC)(C)C. The catalyst is ClCCl. The product is [Br:17][C:18]1[CH:24]=[CH:23][C:21]([NH:22][C:2]2[N:7]=[C:6]([Cl:8])[N:5]=[C:4]([C:9]3[CH:14]=[C:13]([Cl:15])[CH:12]=[CH:11][C:10]=3[CH3:16])[N:3]=2)=[CH:20][CH:19]=1. The yield is 0.860. (7) The reactants are [O:1]1[CH2:6][CH2:5][CH:4]([CH2:7][C:8]([OH:10])=[O:9])[CH2:3][CH2:2]1.[CH2:11](O)[C:12]1[CH:17]=[CH:16][CH:15]=[CH:14][CH:13]=1.C(N(CC)CC)C.CCCCCC.C(OCC)(=O)C. The catalyst is ClCCl.O. The product is [O:1]1[CH2:6][CH2:5][CH:4]([CH2:7][C:8]([O:10][CH2:11][C:12]2[CH:17]=[CH:16][CH:15]=[CH:14][CH:13]=2)=[O:9])[CH2:3][CH2:2]1. The yield is 0.320.